From a dataset of Catalyst prediction with 721,799 reactions and 888 catalyst types from USPTO. Predict which catalyst facilitates the given reaction. (1) Reactant: [CH:1]1([S:6]([C:9]2[CH:10]=[C:11]([C:22]([OH:24])=O)[CH:12]=[C:13]([C:15]3[CH:20]=[CH:19][C:18]([CH3:21])=[CH:17][CH:16]=3)[CH:14]=2)(=[O:8])=[O:7])[CH2:5][CH2:4][CH2:3][CH2:2]1.[CH3:25][C:26]1[N:31]=[CH:30][C:29]([C@H:32]([NH2:34])[CH3:33])=[CH:28][N:27]=1.F[P-](F)(F)(F)(F)F.C[N+](C)=C(N(C)C)ON1C2N=CC=CC=2N=N1.C(N(CC)C(C)C)(C)C. Product: [CH:1]1([S:6]([C:9]2[CH:10]=[C:11]([C:22]([NH:34][C@@H:32]([C:29]3[CH:28]=[N:27][C:26]([CH3:25])=[N:31][CH:30]=3)[CH3:33])=[O:24])[CH:12]=[C:13]([C:15]3[CH:16]=[CH:17][C:18]([CH3:21])=[CH:19][CH:20]=3)[CH:14]=2)(=[O:7])=[O:8])[CH2:2][CH2:3][CH2:4][CH2:5]1. The catalyst class is: 9. (2) Reactant: [C:1]([NH:5][S:6]([C:9]1[S:10][CH:11]=[C:12]([C:14]([NH:16][C:17]2[C:18]([C:29](=[O:31])[NH2:30])=[C:19]([C:23]3[CH:28]=[CH:27][CH:26]=[CH:25][CH:24]=3)[CH:20]=[CH:21][CH:22]=2)=O)[N:13]=1)(=[O:8])=[O:7])([CH3:4])([CH3:3])[CH3:2].C[O-].[Na+]. Product: [C:1]([NH:5][S:6]([C:9]1[S:10][CH:11]=[C:12]([C:14]2[N:30]=[C:29]([OH:31])[C:18]3[C:17](=[CH:22][CH:21]=[CH:20][C:19]=3[C:23]3[CH:28]=[CH:27][CH:26]=[CH:25][CH:24]=3)[N:16]=2)[N:13]=1)(=[O:8])=[O:7])([CH3:4])([CH3:3])[CH3:2]. The catalyst class is: 5. (3) Reactant: BrC1C=CC(S(O[CH2:12][CH2:13][CH2:14][CH:15]2[CH2:19][CH2:18][CH2:17][CH2:16]2)(=O)=O)=CC=1.[I-:20].[Na+]. Product: [CH:15]1([CH2:14][CH2:13][CH2:12][I:20])[CH2:19][CH2:18][CH2:17][CH2:16]1. The catalyst class is: 21. (4) Reactant: [CH:1]([Cl:4])([Cl:3])[Cl:2].[CH3:5][C@H:6]1[CH2:11][C:10](=[O:12])[CH2:9][CH2:8][N:7]1[C:13]([O:15][CH2:16][C:17]1[CH:22]=[CH:21][CH:20]=[CH:19][CH:18]=1)=[O:14].[Cl-].[Mg+2].[Cl-].C[Si]([N-][Si](C)(C)C)(C)C.[Li+]. Product: [OH:12][C@@:10]1([C:1]([Cl:4])([Cl:3])[Cl:2])[CH2:9][CH2:8][N:7]([C:13]([O:15][CH2:16][C:17]2[CH:22]=[CH:21][CH:20]=[CH:19][CH:18]=2)=[O:14])[C@@H:6]([CH3:5])[CH2:11]1. The catalyst class is: 57. (5) Product: [F:1][C:2]([F:7])([F:6])[C:3]([OH:5])=[O:4].[NH:8]=[C:9]([N:33]1[CH2:37][CH2:36][CH2:35][CH2:34]1)[C:10]1[CH:32]=[CH:31][C:13]([C:14]([O:16][C@@H:17]([CH2:19][Br:38])[CH3:18])=[O:15])=[CH:12][CH:11]=1. The catalyst class is: 3. Reactant: [F:1][C:2]([F:7])([F:6])[C:3]([OH:5])=[O:4].[NH:8]=[C:9]([N:33]1[CH2:37][CH2:36][CH2:35][CH2:34]1)[C:10]1[CH:32]=[CH:31][C:13]([C:14]([O:16][C@@H:17]([CH2:19]OS(C2C=CC(C)=CC=2)(=O)=O)[CH3:18])=[O:15])=[CH:12][CH:11]=1.[Br-:38].[Li+]. (6) The catalyst class is: 14. Reactant: [C:1]([CH:4]([C:12](=O)[CH3:13])[CH:5]([C:9](=O)[CH3:10])[C:6](=O)[CH3:7])(=O)[CH3:2].[F:15][C:16]([F:26])([F:25])[O:17][C:18]1[CH:24]=[CH:23][C:21]([NH2:22])=[CH:20][CH:19]=1.CC(O)=O.[NH2:31][NH2:32]. Product: [CH3:2][C:1]1[C:4]2=[C:12]([CH3:13])[N:22]([C:21]3[CH:23]=[CH:24][C:18]([O:17][C:16]([F:25])([F:26])[F:15])=[CH:19][CH:20]=3)[C:9]([CH3:10])=[C:5]2[C:6]([CH3:7])=[N:32][N:31]=1. (7) Reactant: [Si]([O:18][CH:19]1[CH2:22][N:21]([C:23]2[S:24][CH:25]=[C:26]([CH2:28][NH:29][C:30]([O:32][CH2:33][C:34]3[CH:39]=[CH:38][C:37]([N+:40]([O-:42])=[O:41])=[CH:36][CH:35]=3)=[O:31])[N:27]=2)[CH2:20]1)(C(C)(C)C)(C1C=CC=CC=1)C1C=CC=CC=1.C(O)(=O)C.[F-].C([N+](CCCC)(CCCC)CCCC)CCC. Product: [OH:18][CH:19]1[CH2:20][N:21]([C:23]2[S:24][CH:25]=[C:26]([CH2:28][NH:29][C:30]([O:32][CH2:33][C:34]3[CH:39]=[CH:38][C:37]([N+:40]([O-:42])=[O:41])=[CH:36][CH:35]=3)=[O:31])[N:27]=2)[CH2:22]1. The catalyst class is: 7. (8) Reactant: [Cl:1][C:2]1[C:7](=[O:8])[N:6]2[C:9]([CH3:16])([CH2:13][NH:14][CH3:15])[NH:10][C:11](=[O:12])[C:5]2=[CH:4][CH:3]=1.C(=O)(O)[O-].[Na+].[C:30](O[C:30]([O:32][C:33]([CH3:36])([CH3:35])[CH3:34])=[O:31])([O:32][C:33]([CH3:36])([CH3:35])[CH3:34])=[O:31]. Product: [Cl:1][C:2]1[C:7](=[O:8])[N:6]2[C:9]([CH2:13][N:14]([CH3:15])[C:30](=[O:31])[O:32][C:33]([CH3:34])([CH3:35])[CH3:36])([CH3:16])[NH:10][C:11](=[O:12])[C:5]2=[CH:4][CH:3]=1. The catalyst class is: 7.